From a dataset of Full USPTO retrosynthesis dataset with 1.9M reactions from patents (1976-2016). Predict the reactants needed to synthesize the given product. (1) Given the product [Cl:8][C:6]1[CH:5]=[C:4]([N:9]2[C:10](=[O:40])[C@:11]([CH2:26][C:27]3[CH:28]=[CH:29][C:30]([C:33]4[CH:34]=[CH:35][C:36]([F:39])=[CH:37][CH:38]=4)=[CH:31][CH:32]=3)([CH3:25])[N:12]3[C:16]([C:17]([NH:19][C@@H:20]([CH3:24])[C:21](=[O:23])[N:55]4[CH2:56][CH2:57][CH2:58][C@@H:53]([C:52]5[NH:51][N:50]=[N:49][N:48]=5)[CH2:54]4)=[O:18])=[CH:15][N:14]=[C:13]23)[CH:3]=[C:2]([Cl:1])[CH:7]=1, predict the reactants needed to synthesize it. The reactants are: [Cl:1][C:2]1[CH:3]=[C:4]([N:9]2[C:13]3=[N:14][CH:15]=[C:16]([C:17]([NH:19][C@@H:20]([CH3:24])[C:21]([OH:23])=O)=[O:18])[N:12]3[C@@:11]([CH2:26][C:27]3[CH:32]=[CH:31][C:30]([C:33]4[CH:38]=[CH:37][C:36]([F:39])=[CH:35][CH:34]=4)=[CH:29][CH:28]=3)([CH3:25])[C:10]2=[O:40])[CH:5]=[C:6]([Cl:8])[CH:7]=1.FC(F)(F)C(O)=O.[NH:48]1[C:52]([C@@H:53]2[CH2:58][CH2:57][CH2:56][NH:55][CH2:54]2)=[N:51][N:50]=[N:49]1.CN(C(ON1N=NC2C=CC=NC1=2)=[N+](C)C)C.F[P-](F)(F)(F)(F)F.CCN(CC)CC.C1C=NC2N(O)N=NC=2C=1. (2) Given the product [CH3:9][C:10]1[N:15]=[C:14]([C:16]([NH:8][C:6]2[CH:5]=[CH:4][CH:3]=[C:2]([CH3:1])[N:7]=2)=[O:17])[CH:13]=[CH:12][CH:11]=1, predict the reactants needed to synthesize it. The reactants are: [CH3:1][C:2]1[N:7]=[C:6]([NH2:8])[CH:5]=[CH:4][CH:3]=1.[CH3:9][C:10]1[N:15]=[C:14]([C:16](O)=[O:17])[CH:13]=[CH:12][CH:11]=1. (3) Given the product [F:1][C:2]1[CH:11]=[C:10]2[NH:9][CH:8]([C:12]3[CH:13]=[CH:14][CH:15]=[CH:16][CH:17]=3)[CH:7]([C:18]3[N:22]([CH3:23])[N:21]=[CH:20][N:19]=3)[C:6]3=[N:31][NH:32][C:25](=[O:26])[C:4]([CH:3]=1)=[C:5]23, predict the reactants needed to synthesize it. The reactants are: [F:1][C:2]1[CH:3]=[C:4]([C:25](OCC)=[O:26])[C:5]2[C:6](=O)[CH:7]([C:18]3[N:22]([CH3:23])[N:21]=[CH:20][N:19]=3)[CH:8]([C:12]3[CH:17]=[CH:16][CH:15]=[CH:14][CH:13]=3)[NH:9][C:10]=2[CH:11]=1.O.[NH2:31][NH2:32]. (4) Given the product [CH3:26][N:22]1[C:23]2[C:18](=[CH:17][C:16]([C:12]3[CH:11]=[C:10]([O:9][C@H:6]4[CH2:5][CH2:4][C@H:3]([NH:2][S:29]([CH3:28])(=[O:31])=[O:30])[CH2:8][CH2:7]4)[CH:15]=[N:14][CH:13]=3)=[CH:25][CH:24]=2)[CH2:19][CH2:20][C:21]1=[O:27], predict the reactants needed to synthesize it. The reactants are: Cl.[NH2:2][C@H:3]1[CH2:8][CH2:7][C@H:6]([O:9][C:10]2[CH:11]=[C:12]([C:16]3[CH:17]=[C:18]4[C:23](=[CH:24][CH:25]=3)[N:22]([CH3:26])[C:21](=[O:27])[CH2:20][CH2:19]4)[CH:13]=[N:14][CH:15]=2)[CH2:5][CH2:4]1.[CH3:28][S:29](Cl)(=[O:31])=[O:30]. (5) Given the product [Cl:23][C:21]1[CH:20]=[CH:19][C:18]([O:24][CH2:25][C:26]2[CH:27]=[CH:28][C:29]([O:32][CH3:33])=[CH:30][CH:31]=2)=[C:17]([C:12]2[N:11]([C:7]3[CH:6]=[C:5]([CH:10]=[CH:9][N:8]=3)[C:4]([OH:34])=[O:3])[C:15]([CH3:16])=[CH:14][CH:13]=2)[CH:22]=1, predict the reactants needed to synthesize it. The reactants are: C([O:3][C:4](=[O:34])[C:5]1[CH:10]=[CH:9][N:8]=[C:7]([N:11]2[C:15]([CH3:16])=[CH:14][CH:13]=[C:12]2[C:17]2[CH:22]=[C:21]([Cl:23])[CH:20]=[CH:19][C:18]=2[O:24][CH2:25][C:26]2[CH:31]=[CH:30][C:29]([O:32][CH3:33])=[CH:28][CH:27]=2)[CH:6]=1)C.C(O)C. (6) Given the product [C:12]([O:11][C:9]([N:6]1[CH2:7][CH2:8][CH:5]1[C:3]([OH:4])=[O:2])=[O:10])([CH3:15])([CH3:13])[CH3:14], predict the reactants needed to synthesize it. The reactants are: C[O:2][C:3]([CH:5]1[CH2:8][CH2:7][N:6]1[C:9]([O:11][C:12]([CH3:15])([CH3:14])[CH3:13])=[O:10])=[O:4].O.[OH-].[Li+].